Dataset: Human liver microsome stability data. Task: Regression/Classification. Given a drug SMILES string, predict its absorption, distribution, metabolism, or excretion properties. Task type varies by dataset: regression for continuous measurements (e.g., permeability, clearance, half-life) or binary classification for categorical outcomes (e.g., BBB penetration, CYP inhibition). Dataset: hlm. (1) The drug is CC(C)CN1C(=O)CN(Cc2ccc(-c3cccc(CN4CCS(=O)(=O)CC4)n3)cc2)C1=O. The result is 1 (stable in human liver microsomes). (2) The drug is COc1cc(C(N)=O)ccc1-c1cc2c(N[C@H](CO)c3ccccc3)ncnc2s1. The result is 0 (unstable in human liver microsomes). (3) The molecule is O=C(C=Cc1cc(Cl)ccc1-n1cnnn1)N[C@@H](Cc1ccccc1)c1nc(Cl)c(-c2ccc3c(c2)CCC(=O)N3)[nH]1. The result is 0 (unstable in human liver microsomes). (4) The compound is Cn1c(=O)cc(N2CCC[C@@H](N)C2)n(Cc2ccccc2C#N)c1=O. The result is 0 (unstable in human liver microsomes).